From a dataset of Forward reaction prediction with 1.9M reactions from USPTO patents (1976-2016). Predict the product of the given reaction. Given the reactants [Br:1][C:2]1[S:3][C:4]([C:8]([NH2:10])=O)=[C:5]([Br:7])[N:6]=1.C1(C)C=CC=CC=1.C[N:19]([CH:21](OC)OC)C.C(O)(=O)C.[NH2:30]N.C([O-])(O)=O.[Na+], predict the reaction product. The product is: [Br:1][C:2]1[S:3][C:4]([C:8]2[NH:10][CH:21]=[N:19][N:30]=2)=[C:5]([Br:7])[N:6]=1.